The task is: Predict the reactants needed to synthesize the given product.. This data is from Full USPTO retrosynthesis dataset with 1.9M reactions from patents (1976-2016). (1) Given the product [C:21]1([CH2:20][C@H:2]([NH:1][CH2:32][C:30]2[N:29]=[CH:28][S:27][CH:31]=2)[C:3]([N:5]2[C:13]3[C:8](=[CH:9][CH:10]=[C:11]([C:14]4[CH:19]=[N:18][CH:17]=[N:16][CH:15]=4)[CH:12]=3)[CH2:7][CH2:6]2)=[O:4])[CH:26]=[CH:25][CH:24]=[CH:23][CH:22]=1, predict the reactants needed to synthesize it. The reactants are: [NH2:1][C@@H:2]([CH2:20][C:21]1[CH:26]=[CH:25][CH:24]=[CH:23][CH:22]=1)[C:3]([N:5]1[C:13]2[C:8](=[CH:9][CH:10]=[C:11]([C:14]3[CH:15]=[N:16][CH:17]=[N:18][CH:19]=3)[CH:12]=2)[CH2:7][CH2:6]1)=[O:4].[S:27]1[CH:31]=[C:30]([CH:32]=O)[N:29]=[CH:28]1.C(N(C(C)C)CC)(C)C.C(O[BH-](OC(=O)C)OC(=O)C)(=O)C.[Na+].C([BH3-])#N.[Na+]. (2) Given the product [O:7]=[C:1]1[CH2:6][CH2:5][CH2:4][CH2:3][C:2]1=[CH:8][O-:9].[Na+:16], predict the reactants needed to synthesize it. The reactants are: [C:1]1(=[O:7])[CH2:6][CH2:5][CH2:4][CH2:3][CH2:2]1.[CH:8](OCC)=[O:9].[O-]CC.[Na+:16]. (3) Given the product [NH2:2][C:1]([C:3]1[CH:13]=[CH:12][C:6]([C:7]([OH:9])=[O:8])=[CH:5][C:4]=1[NH:14][C@H:15]1[CH2:16][CH2:17][C@H:18]([N:21]2[CH2:22][CH2:23][CH2:24][CH2:25][CH2:26]2)[CH2:19][CH2:20]1)=[O:30], predict the reactants needed to synthesize it. The reactants are: [C:1]([C:3]1[CH:13]=[CH:12][C:6]([C:7]([O:9]CC)=[O:8])=[CH:5][C:4]=1[NH:14][C@H:15]1[CH2:20][CH2:19][C@H:18]([N:21]2[CH2:26][CH2:25][CH2:24][CH2:23][CH2:22]2)[CH2:17][CH2:16]1)#[N:2].OO.C(=O)([O-])[O-:30].[K+].[K+].[OH-].[K+].Cl. (4) Given the product [CH3:21][C:22]([CH3:27])([CH3:26])[C:23]([NH:13][C:10]1[CH:9]=[CH:8][C:7]([C:1]2[CH:2]=[CH:3][CH:4]=[CH:5][CH:6]=2)=[CH:12][N:11]=1)=[O:24], predict the reactants needed to synthesize it. The reactants are: [C:1]1([C:7]2[CH:8]=[CH:9][C:10]([NH2:13])=[N:11][CH:12]=2)[CH:6]=[CH:5][CH:4]=[CH:3][CH:2]=1.C(N(CC)CC)C.[CH3:21][C:22]([CH3:27])([CH3:26])[C:23](Cl)=[O:24]. (5) Given the product [Cl:21][C:22]1[N:27]=[C:26]([NH:1][C:2]2[CH:11]=[CH:10][CH:9]=[CH:8][C:3]=2[C:4]([NH:6][CH3:7])=[O:5])[C:25]([Cl:29])=[CH:24][N:23]=1, predict the reactants needed to synthesize it. The reactants are: [NH2:1][C:2]1[CH:11]=[CH:10][CH:9]=[CH:8][C:3]=1[C:4]([NH:6][CH3:7])=[O:5].CCN(C(C)C)C(C)C.[Cl:21][C:22]1[N:27]=[C:26](Cl)[C:25]([Cl:29])=[CH:24][N:23]=1. (6) Given the product [CH:2]1([C:3]2[CH:4]=[C:5]([CH:8]=[CH:9][CH:10]=2)[C:6]#[N:7])[C:11]2[CH:16]=[CH:15][N:14]=[CH:13][C:12]=2[CH2:17][O:18]1, predict the reactants needed to synthesize it. The reactants are: O[CH:2]([C:11]1[CH:16]=[CH:15][N:14]=[CH:13][C:12]=1[CH2:17][OH:18])[C:3]1[CH:4]=[C:5]([CH:8]=[CH:9][CH:10]=1)[C:6]#[N:7].S(Cl)(C1C=CC(C)=CC=1)(=O)=O.C(N(CC)CC)C. (7) Given the product [N:1]1[O:5][N:4]=[C:3]2[CH:6]=[C:7]([C:10]3[C:11]([O:19][CH2:20][C:21]([F:23])([F:24])[F:22])=[N:12][CH:13]=[C:14]([CH:18]=3)[C:15]([NH:33][CH2:32][C:30]3[O:29][N:28]=[C:27]([C:26]([F:35])([F:34])[F:25])[N:31]=3)=[O:16])[CH:8]=[CH:9][C:2]=12, predict the reactants needed to synthesize it. The reactants are: [N:1]1[O:5][N:4]=[C:3]2[CH:6]=[C:7]([C:10]3[C:11]([O:19][CH2:20][C:21]([F:24])([F:23])[F:22])=[N:12][CH:13]=[C:14]([CH:18]=3)[C:15](O)=[O:16])[CH:8]=[CH:9][C:2]=12.[F:25][C:26]([F:35])([F:34])[C:27]1[N:31]=[C:30]([CH2:32][NH2:33])[O:29][N:28]=1. (8) Given the product [ClH:42].[ClH:42].[CH2:9]([O:8][C:3]1[C:2]([NH:17][C:18]2[CH:19]=[C:20]3[C:24]4=[C:25]([CH2:27][S:28][CH2:29][CH2:30][N:23]4[C@H:22]4[CH2:31][CH2:32][NH:33][CH2:34][C@@H:21]34)[CH:26]=2)=[CH:7][CH:6]=[CH:5][N:4]=1)[CH3:10], predict the reactants needed to synthesize it. The reactants are: Br[C:2]1[C:3]([O:8][CH2:9][CH3:10])=[N:4][CH:5]=[CH:6][CH:7]=1.CC(C)([O-])C.[Na+].[NH2:17][C:18]1[CH:19]=[C:20]2[C:24]3=[C:25]([CH2:27][S:28][CH2:29][CH2:30][N:23]3[C@H:22]3[CH2:31][CH2:32][N:33](C(OC(C)(C)C)=O)[CH2:34][C@@H:21]23)[CH:26]=1.[Cl:42]CCl.